Dataset: Catalyst prediction with 721,799 reactions and 888 catalyst types from USPTO. Task: Predict which catalyst facilitates the given reaction. (1) Reactant: [CH:1]([NH:4][CH:5]([CH3:7])[CH3:6])([CH3:3])[CH3:2].[CH3:8][C@@:9]12[O:19][C@H:18]1[C@@H:17]1[O:20][C@@H:16]1[C:15]1[C:21]([O:23][C@H:13]([CH:14]=1)[C@@H:12]1[C:24]([C:26]([O:28][C@H:11]1[CH2:10]2)=[O:27])=[CH2:25])=[O:22]. Product: [CH:1]([N:4]([CH2:25][CH:24]1[CH:12]2[CH:11]([CH2:10][C:9]3([CH3:8])[CH:18]([CH:17]4[CH:16]([C:15]5[C:21](=[O:22])[O:23][CH:13]2[CH:14]=5)[O:20]4)[O:19]3)[O:28][C:26]1=[O:27])[CH:5]([CH3:7])[CH3:6])([CH3:3])[CH3:2]. The catalyst class is: 21. (2) Reactant: [OH:1][C:2]1[CH:7]=[CH:6][C:5]([CH2:8][CH2:9][C:10]([OH:12])=[O:11])=[CH:4][C:3]=1[O:13][CH3:14].[CH2:15](Br)[C:16]1[CH:21]=[CH:20][CH:19]=[CH:18][CH:17]=1.C(=O)([O-])[O-].[K+].[K+].C(#N)C. Product: [CH3:14][O:13][C:3]1[CH:4]=[C:5]([CH2:8][CH2:9][C:10]([OH:12])=[O:11])[CH:6]=[CH:7][C:2]=1[O:1][CH2:15][C:16]1[CH:21]=[CH:20][CH:19]=[CH:18][CH:17]=1. The catalyst class is: 69.